The task is: Predict which catalyst facilitates the given reaction.. This data is from Catalyst prediction with 721,799 reactions and 888 catalyst types from USPTO. Reactant: [F:1][C:2]1[CH:11]=[CH:10][CH:9]=[CH:8][C:3]=1[C:4](Cl)=[N:5][OH:6].[CH3:12][O:13][C:14](=[O:18])[CH2:15][C:16]#[N:17].C[O-].[Na+]. Product: [CH3:12][O:13][C:14]([C:15]1[C:4]([C:3]2[CH:8]=[CH:9][CH:10]=[CH:11][C:2]=2[F:1])=[N:5][O:6][C:16]=1[NH2:17])=[O:18]. The catalyst class is: 5.